Task: Predict the reactants needed to synthesize the given product.. Dataset: Full USPTO retrosynthesis dataset with 1.9M reactions from patents (1976-2016) (1) Given the product [CH3:32][C:29]1[CH:30]=[CH:31][C:26]([C:25]2[N:24]=[C:6]([CH2:5][O:4][CH2:3][C:2]([F:1])([F:10])[F:9])[O:8][N:36]=2)=[CH:27][C:28]=1[N+:33]([O-:35])=[O:34], predict the reactants needed to synthesize it. The reactants are: [F:1][C:2]([F:10])([F:9])[CH2:3][O:4][CH2:5][C:6]([OH:8])=O.C(N1C=CN=C1)(N1C=CN=C1)=O.O/[N:24]=[C:25](\[NH2:36])/[C:26]1[CH:31]=[CH:30][C:29]([CH3:32])=[C:28]([N+:33]([O-:35])=[O:34])[CH:27]=1. (2) Given the product [F:3][C:4]1[C:11]([F:12])=[C:10]([CH3:13])[C:9]([F:15])=[C:8]([F:16])[C:5]=1[CH2:6][OH:7], predict the reactants needed to synthesize it. The reactants are: CO.[F:3][C:4]1[C:11]([F:12])=[C:10]([CH2:13]Br)[C:9]([F:15])=[C:8]([F:16])[C:5]=1[CH2:6][OH:7].[O-2].[Mg+2]. (3) Given the product [NH:1]1[C:2]2[CH:6]=[CH:5][S:4][C:3]=2[C:7](=[O:9])[NH:17][C:16]1=[O:15], predict the reactants needed to synthesize it. The reactants are: [NH2:1][C:2]1[CH:6]=[CH:5][S:4][C:3]=1[C:7]([O:9]C)=O.C(O)(=O)C.[O-:15][C:16]#[N:17].[K+].